From a dataset of Full USPTO retrosynthesis dataset with 1.9M reactions from patents (1976-2016). Predict the reactants needed to synthesize the given product. Given the product [Cl:22][C:23]1[N:24]=[CH:25][C:26]([C:2]2[C:6]([CH3:8])([CH3:7])[O:5]/[C:4](=[C:9]3/[C:10](=[O:19])[NH:11][C:12]4[C:17]/3=[CH:16][CH:15]=[C:14]([F:18])[CH:13]=4)/[CH:3]=2)=[CH:27][CH:28]=1, predict the reactants needed to synthesize it. The reactants are: Br[C:2]1[C:6]([CH3:8])([CH3:7])[O:5]/[C:4](=[C:9]2/[C:10](=[O:19])[NH:11][C:12]3[C:17]/2=[CH:16][CH:15]=[C:14]([F:18])[CH:13]=3)/[CH:3]=1.[F-].[K+].[Cl:22][C:23]1[CH:28]=[CH:27][C:26](B(O)O)=[CH:25][N:24]=1.